Dataset: Catalyst prediction with 721,799 reactions and 888 catalyst types from USPTO. Task: Predict which catalyst facilitates the given reaction. (1) Reactant: [C:1]([O:5][C:6]([N:8]([C@H:10]([CH2:14][C:15]1[CH:20]=[CH:19][CH:18]=[CH:17][CH:16]=1)[C:11](O)=[O:12])[CH3:9])=[O:7])([CH3:4])([CH3:3])[CH3:2].C(=O)([O-])O.[NH4+].O.O[N:28]1C2C=CC=CC=2N=N1.Cl.CN(C)CCCN=C=NCC. Product: [C:1]([O:5][C:6](=[O:7])[N:8]([C@@H:10]([C:11](=[O:12])[NH2:28])[CH2:14][C:15]1[CH:20]=[CH:19][CH:18]=[CH:17][CH:16]=1)[CH3:9])([CH3:4])([CH3:3])[CH3:2]. The catalyst class is: 42. (2) Reactant: [OH:1][CH2:2][C:3]1[CH:4]=[CH:5][C:6]([N+:22]([O-:24])=[O:23])=[C:7]([NH:9][C@@H:10]2[CH2:15][CH2:14][C@H:13]([C:16]([NH:18][CH:19]([CH3:21])[CH3:20])=[O:17])[CH2:12][CH2:11]2)[CH:8]=1.S(Cl)(Cl)=O.C(#N)C.[NH:32]1[CH2:37][CH2:36][CH:35]([C:38]([OH:41])([CH3:40])[CH3:39])[CH2:34][CH2:33]1. Product: [NH4+:9].[OH-:1].[OH:41][C:38]([CH:35]1[CH2:36][CH2:37][N:32]([CH2:2][C:3]2[CH:4]=[CH:5][C:6]([N+:22]([O-:24])=[O:23])=[C:7]([NH:9][C@@H:10]3[CH2:11][CH2:12][C@H:13]([C:16]([NH:18][CH:19]([CH3:21])[CH3:20])=[O:17])[CH2:14][CH2:15]3)[CH:8]=2)[CH2:33][CH2:34]1)([CH3:40])[CH3:39]. The catalyst class is: 61. (3) Reactant: Br[C:2]1[CH:7]=[CH:6][CH:5]=[C:4]([CH3:8])[N:3]=1.[NH2:9][C@H:10]1[C:19]2[C:14](=[CH:15][CH:16]=[C:17]([CH:20]3[CH2:25][CH2:24][O:23][CH2:22][CH2:21]3)[CH:18]=2)[N:13]([C:26](=[O:28])[CH3:27])[C@@H:12]([CH3:29])[C@@H:11]1[CH3:30].CC(C)([O-])C.[Na+].CN(C1C(C2C(P(C3CCCCC3)C3CCCCC3)=CC=CC=2)=CC=CC=1)C. Product: [CH3:29][C@H:12]1[C@H:11]([CH3:30])[C@@H:10]([NH:9][C:2]2[CH:7]=[CH:6][CH:5]=[C:4]([CH3:8])[N:3]=2)[C:19]2[C:14](=[CH:15][CH:16]=[C:17]([CH:20]3[CH2:21][CH2:22][O:23][CH2:24][CH2:25]3)[CH:18]=2)[N:13]1[C:26](=[O:28])[CH3:27]. The catalyst class is: 62. (4) Reactant: [Br:1][C:2]1[CH:7]=[CH:6][C:5]([CH:8]([OH:12])[CH2:9][CH2:10]Cl)=[CH:4][CH:3]=1.[NH:13]1[CH:17]=[CH:16][N:15]=[CH:14]1. Product: [Br:1][C:2]1[CH:7]=[CH:6][C:5]([CH:8]([OH:12])[CH2:9][CH2:10][N:13]2[CH:17]=[CH:16][N:15]=[CH:14]2)=[CH:4][CH:3]=1. The catalyst class is: 9. (5) Reactant: C(OC([N:8]1[CH2:13][CH2:12][CH:11]([NH:14][C:15](=[O:44])[C:16]2[CH:21]=[CH:20][C:19]([NH:22][C:23]3[N:24]=[CH:25][C:26]4[N:32]([CH3:33])[C:31](=[O:34])[C:30]([F:36])([F:35])[CH2:29][N:28]([CH:37]5[CH2:41][CH2:40][CH2:39][CH2:38]5)[C:27]=4[N:42]=3)=[C:18]([F:43])[CH:17]=2)[CH2:10][CH2:9]1)=O)(C)(C)C.FC(F)(F)C(O)=O. Product: [CH:37]1([N:28]2[CH2:29][C:30]([F:36])([F:35])[C:31](=[O:34])[N:32]([CH3:33])[C:26]3[CH:25]=[N:24][C:23]([NH:22][C:19]4[CH:20]=[CH:21][C:16]([C:15]([NH:14][CH:11]5[CH2:12][CH2:13][NH:8][CH2:9][CH2:10]5)=[O:44])=[CH:17][C:18]=4[F:43])=[N:42][C:27]2=3)[CH2:38][CH2:39][CH2:40][CH2:41]1. The catalyst class is: 4.